This data is from Reaction yield outcomes from USPTO patents with 853,638 reactions. The task is: Predict the reaction yield, written as a fraction of the theoretical maximum amount of product (1.0 means a 100% yield; for example, 0.34 means a 34% yield). The reactants are C(=O)([O-])[O-].[Cs+].[Cs+].FC(F)(F)S(O[C:13]1[CH:14]=[CH:15][C:16]2[O:20][C:19]([C:21]3[CH:26]=[CH:25][C:24]([F:27])=[CH:23][CH:22]=3)=[C:18]([C:28](=[O:31])[NH:29][CH3:30])[C:17]=2[CH:32]=1)(=O)=O.[CH:35]([C:37]1[CH:38]=[C:39](B(O)O)[CH:40]=[CH:41][CH:42]=1)=[O:36].O1CCOCC1. The product is [F:27][C:24]1[CH:23]=[CH:22][C:21]([C:19]2[O:20][C:16]3[CH:15]=[CH:14][C:13]([C:41]4[CH:40]=[CH:39][CH:38]=[C:37]([CH:35]=[O:36])[CH:42]=4)=[CH:32][C:17]=3[C:18]=2[C:28]([NH:29][CH3:30])=[O:31])=[CH:26][CH:25]=1. The yield is 0.410. The catalyst is C(OCC)(=O)C.C1C=CC([P]([Pd]([P](C2C=CC=CC=2)(C2C=CC=CC=2)C2C=CC=CC=2)([P](C2C=CC=CC=2)(C2C=CC=CC=2)C2C=CC=CC=2)[P](C2C=CC=CC=2)(C2C=CC=CC=2)C2C=CC=CC=2)(C2C=CC=CC=2)C2C=CC=CC=2)=CC=1.O.